Task: Predict which catalyst facilitates the given reaction.. Dataset: Catalyst prediction with 721,799 reactions and 888 catalyst types from USPTO Reactant: [Br:1][C:2]1[CH:3]=[C:4]2[C:8](=[CH:9][CH:10]=1)[NH:7][C:6](=[O:11])[C:5]2=O.[CH3:13][O:14][C:15]1[CH:24]=[CH:23][C:18]([C:19]([NH:21][NH2:22])=[O:20])=[CH:17][CH:16]=1. Product: [CH3:13][O:14][C:15]1[CH:16]=[CH:17][C:18]([C:19]([NH:21][N:22]=[C:5]2[C:4]3[C:8](=[CH:9][CH:10]=[C:2]([Br:1])[CH:3]=3)[NH:7][C:6]2=[O:11])=[O:20])=[CH:23][CH:24]=1. The catalyst class is: 15.